Dataset: Forward reaction prediction with 1.9M reactions from USPTO patents (1976-2016). Task: Predict the product of the given reaction. (1) Given the reactants [CH2:1]([CH:3]([N:6]1[C:10]2[N:11]=[C:12]([N:16]([CH2:26][CH3:27])[C:17]3[C:22]([CH3:23])=[CH:21][C:20]([CH3:24])=[CH:19][C:18]=3[CH3:25])[N:13]=[C:14]([CH3:15])[C:9]=2[C:8](=[N:28]O)[C:7]1=[O:30])[CH2:4][CH3:5])[CH3:2], predict the reaction product. The product is: [NH2:28][CH:8]1[C:9]2[C:14]([CH3:15])=[N:13][C:12]([N:16]([CH2:26][CH3:27])[C:17]3[C:22]([CH3:23])=[CH:21][C:20]([CH3:24])=[CH:19][C:18]=3[CH3:25])=[N:11][C:10]=2[N:6]([CH:3]([CH2:4][CH3:5])[CH2:1][CH3:2])[C:7]1=[O:30]. (2) Given the reactants [F:1][C:2]1([F:26])[CH2:7][CH2:6][C:5]([CH2:9][NH:10][C:11]([C:13]2[C:14]([Cl:25])=[C:15]3[C:19](=[C:20]([C:22](=[O:24])[CH3:23])[CH:21]=2)[NH:18][CH:17]=[CH:16]3)=[O:12])([OH:8])[CH2:4][CH2:3]1.[BH4-].[Na+], predict the reaction product. The product is: [F:26][C:2]1([F:1])[CH2:7][CH2:6][C:5]([CH2:9][NH:10][C:11]([C:13]2[C:14]([Cl:25])=[C:15]3[C:19](=[C:20]([CH:22]([OH:24])[CH3:23])[CH:21]=2)[NH:18][CH:17]=[CH:16]3)=[O:12])([OH:8])[CH2:4][CH2:3]1. (3) Given the reactants Cl.C([O:9][CH2:10][CH2:11][O:12][C:13]1[CH:18]=[CH:17][N:16]=[C:15]([N:19]2[CH2:24][CH2:23][N:22]([C:25]3[CH:30]=[CH:29][C:28]([N+:31]([O-:33])=[O:32])=[CH:27][CH:26]=3)[CH2:21][CH2:20]2)[CH:14]=1)C1C=CC=CC=1, predict the reaction product. The product is: [N+:31]([C:28]1[CH:29]=[CH:30][C:25]([N:22]2[CH2:21][CH2:20][N:19]([C:15]3[CH:14]=[C:13]([O:12][CH2:11][CH2:10][OH:9])[CH:18]=[CH:17][N:16]=3)[CH2:24][CH2:23]2)=[CH:26][CH:27]=1)([O-:33])=[O:32]. (4) Given the reactants C([SiH2][O:6][C:7](C)(C)[C@@H:8]1[O:12]C(C)(C)[O:10][C@@H:9]1[CH2:15][O:16][C:17]1[CH:18]=[CH:19][C:20]2[C:32](=[O:33])[C:31]3[C:30]4[N:29]=[CH:28][CH:27]=[CH:26][C:25]=4[O:24][C:23]=3[C:22]([CH3:35])([CH3:34])[C:21]=2[CH:36]=1)(C)(C)C.CO.S(=O)(=O)(O)O.C(=O)(O)[O-].[Na+], predict the reaction product. The product is: [CH3:34][C:22]1([CH3:35])[C:23]2[O:24][C:25]3[CH:26]=[CH:27][CH:28]=[N:29][C:30]=3[C:31]=2[C:32](=[O:33])[C:20]2[CH:19]=[CH:18][C:17]([O:16][CH2:15][C@@H:9]([OH:10])[C@H:8]([OH:12])[CH2:7][OH:6])=[CH:36][C:21]1=2. (5) Given the reactants [C-]#[C-].[Li+].[Li+].[CH2:5](N)[CH2:6]N.[C:9]1(=[O:17])[CH2:16][CH2:15][CH2:14][CH2:13][CH2:12][CH2:11][CH2:10]1.[NH4+].[Cl-], predict the reaction product. The product is: [C:5]([C:9]1([OH:17])[CH2:16][CH2:15][CH2:14][CH2:13][CH2:12][CH2:11][CH2:10]1)#[CH:6]. (6) Given the reactants Br[C:2]1[N:10]=[CH:9][N:8]=[C:7]2[C:3]=1[N:4]=[CH:5][NH:6]2.[NH2:11][CH:12]([C:14]1[C:19]([C:20]2[CH:25]=[CH:24][CH:23]=[C:22]([F:26])[CH:21]=2)=[C:18]([NH:27][C:28](=[O:30])[CH3:29])[C:17]([CH3:31])=[C:16]([Cl:32])[CH:15]=1)[CH3:13].C(N(CC)C(C)C)(C)C, predict the reaction product. The product is: [Cl:32][C:16]1[CH:15]=[C:14]([CH:12]([NH:11][C:2]2[N:10]=[CH:9][N:8]=[C:7]3[C:3]=2[N:4]=[CH:5][NH:6]3)[CH3:13])[C:19]([C:20]2[CH:25]=[CH:24][CH:23]=[C:22]([F:26])[CH:21]=2)=[C:18]([NH:27][C:28](=[O:30])[CH3:29])[C:17]=1[CH3:31]. (7) Given the reactants [CH2:1]([O:3][C:4](=[O:39])[CH2:5][CH2:6][CH2:7][O:8][C:9]1[CH:14]=[CH:13][CH:12]=[C:11]([CH2:15][CH2:16][CH2:17][CH2:18][CH2:19][CH2:20][O:21][C:22]2[CH:27]=[C:26]([O:28][CH2:29][CH3:30])[CH:25]=[C:24](Br)[CH:23]=2)[C:10]=1[CH2:32][CH2:33][C:34]([O:36][CH2:37][CH3:38])=[O:35])[CH3:2].[NH:40]1[C:48]2[C:43](=[CH:44][C:45](B(O)O)=[CH:46][CH:47]=2)[CH2:42][CH2:41]1.C(=O)([O-])[O-].[Cs+].[Cs+], predict the reaction product. The product is: [CH2:1]([O:3][C:4](=[O:39])[CH2:5][CH2:6][CH2:7][O:8][C:9]1[CH:14]=[CH:13][CH:12]=[C:11]([CH2:15][CH2:16][CH2:17][CH2:18][CH2:19][CH2:20][O:21][C:22]2[CH:23]=[C:24]([C:45]3[CH:44]=[C:43]4[C:48](=[CH:47][CH:46]=3)[NH:40][CH:41]=[CH:42]4)[CH:25]=[C:26]([O:28][CH2:29][CH3:30])[CH:27]=2)[C:10]=1[CH2:32][CH2:33][C:34]([O:36][CH2:37][CH3:38])=[O:35])[CH3:2]. (8) Given the reactants [CH3:1][C:2]1[CH:18]=[C:17]([N+:19]([O-:21])=[O:20])[CH:16]=[C:15]([CH3:22])[C:3]=1[O:4][C:5]1[CH:6]=[CH:7][C:8]([O:13][CH3:14])=[C:9]([CH:12]=1)[CH:10]=[O:11].CC(=CC)C.Cl([O-])=[O:29].[Na+].[O-]S([O-])(=S)=O.[Na+].[Na+], predict the reaction product. The product is: [CH3:22][C:15]1[CH:16]=[C:17]([N+:19]([O-:21])=[O:20])[CH:18]=[C:2]([CH3:1])[C:3]=1[O:4][C:5]1[CH:6]=[CH:7][C:8]([O:13][CH3:14])=[C:9]([CH:12]=1)[C:10]([OH:29])=[O:11]. (9) Given the reactants [CH3:1][O:2][C:3]1[CH:4]=[C:5]([CH:33]=[CH:34][C:35]=1[O:36][CH3:37])[CH2:6][CH:7]1[C:16]2[C:11](=[CH:12][C:13]([O:18][CH3:19])=[C:14]([OH:17])[CH:15]=2)[CH2:10][CH2:9][N:8]1[CH2:20][C:21]([NH:23][CH:24]1[C:32]2[C:27](=[CH:28][CH:29]=[CH:30][CH:31]=2)[CH2:26][CH2:25]1)=[O:22].[CH:38](Br)([CH3:40])[CH3:39], predict the reaction product. The product is: [CH3:1][O:2][C:3]1[CH:4]=[C:5]([CH:33]=[CH:34][C:35]=1[O:36][CH3:37])[CH2:6][CH:7]1[C:16]2[C:11](=[CH:12][C:13]([O:18][CH3:19])=[C:14]([O:17][CH:38]([CH3:40])[CH3:39])[CH:15]=2)[CH2:10][CH2:9][N:8]1[CH2:20][C:21]([NH:23][CH:24]1[C:32]2[C:27](=[CH:28][CH:29]=[CH:30][CH:31]=2)[CH2:26][CH2:25]1)=[O:22].